Dataset: Forward reaction prediction with 1.9M reactions from USPTO patents (1976-2016). Task: Predict the product of the given reaction. The product is: [Br:1][C:2]1[CH:10]=[CH:9][C:5]([C:6]([NH:27][C:24]2[CH:25]=[CH:26][C:20]3[S:19][C:18]([CH2:17][OH:16])=[N:22][C:21]=3[CH:23]=2)=[O:7])=[CH:4][CH:3]=1. Given the reactants [Br:1][C:2]1[CH:10]=[CH:9][C:5]([C:6](Cl)=[O:7])=[CH:4][CH:3]=1.C(=O)([O:16][CH2:17][C:18]1[S:19][C:20]2[CH:26]=[CH:25][C:24]([NH2:27])=[CH:23][C:21]=2[N:22]=1)OCC=C.[OH-].[Na+], predict the reaction product.